Predict the reaction yield, written as a fraction of the theoretical maximum amount of product (1.0 means a 100% yield; for example, 0.34 means a 34% yield). From a dataset of Buchwald-Hartwig C-N cross coupling reaction yields with 55,370 reactions. (1) The reactants are CCc1ccc(Cl)cc1.Cc1ccc(N)cc1.O=S(=O)(O[Pd]1c2ccccc2-c2ccccc2N~1)C(F)(F)F.COc1ccc(OC)c(P(C(C)(C)C)C(C)(C)C)c1-c1c(C(C)C)cc(C(C)C)cc1C(C)C.CN1CCCN2CCCN=C12.CCOC(=O)c1cc(C)on1. No catalyst specified. The product is CCc1ccc(Nc2ccc(C)cc2)cc1. The yield is 0. (2) The reactants are Brc1cccnc1.Cc1ccc(N)cc1.O=S(=O)(O[Pd]1c2ccccc2-c2ccccc2N~1)C(F)(F)F.CC(C)c1cc(C(C)C)c(-c2ccccc2P(C2CCCCC2)C2CCCCC2)c(C(C)C)c1.CN(C)C(=NC(C)(C)C)N(C)C.c1ccc(CN(Cc2ccccc2)c2ccno2)cc1. The yield is 0.0338. The product is Cc1ccc(Nc2cccnc2)cc1. No catalyst specified. (3) The reactants are COc1ccc(Br)cc1.Cc1ccc(N)cc1.O=S(=O)(O[Pd]1c2ccccc2-c2ccccc2N~1)C(F)(F)F.COc1ccc(OC)c(P([C@]23C[C@H]4C[C@H](C[C@H](C4)C2)C3)[C@]23C[C@H]4C[C@H](C[C@H](C4)C2)C3)c1-c1c(C(C)C)cc(C(C)C)cc1C(C)C.CCN=P(N=P(N(C)C)(N(C)C)N(C)C)(N(C)C)N(C)C.COC(=O)c1cc(-c2ccco2)on1. No catalyst specified. The product is COc1ccc(Nc2ccc(C)cc2)cc1. The yield is 0. (4) The reactants are CCc1ccc(Cl)cc1.Cc1ccc(N)cc1.O=S(=O)(O[Pd]1c2ccccc2-c2ccccc2N~1)C(F)(F)F.CC(C)c1cc(C(C)C)c(-c2ccccc2P(C2CCCCC2)C2CCCCC2)c(C(C)C)c1.CN(C)C(=NC(C)(C)C)N(C)C.COC(=O)c1cc(-c2ccco2)on1. No catalyst specified. The product is CCc1ccc(Nc2ccc(C)cc2)cc1. The yield is 0.00730. (5) The reactants are Ic1cccnc1.Cc1ccc(N)cc1.O=S(=O)(O[Pd]1c2ccccc2-c2ccccc2N~1)C(F)(F)F.CC(C)c1cc(C(C)C)c(-c2ccccc2P(C2CCCCC2)C2CCCCC2)c(C(C)C)c1.CCN=P(N=P(N(C)C)(N(C)C)N(C)C)(N(C)C)N(C)C.CCOC(=O)c1ccon1. No catalyst specified. The product is Cc1ccc(Nc2cccnc2)cc1. The yield is 0. (6) The reactants are COc1ccc(I)cc1.Cc1ccc(N)cc1.O=S(=O)(O[Pd]1c2ccccc2-c2ccccc2N~1)C(F)(F)F.COc1ccc(OC)c(P(C(C)(C)C)C(C)(C)C)c1-c1c(C(C)C)cc(C(C)C)cc1C(C)C.CN(C)C(=NC(C)(C)C)N(C)C.Fc1cccc(F)c1-c1ccno1. No catalyst specified. The product is COc1ccc(Nc2ccc(C)cc2)cc1. The yield is 0.337. (7) The reactants are Ic1cccnc1.Cc1ccc(N)cc1.O=S(=O)(O[Pd]1c2ccccc2-c2ccccc2N~1)C(F)(F)F.COc1ccc(OC)c(P([C@]23C[C@H]4C[C@H](C[C@H](C4)C2)C3)[C@]23C[C@H]4C[C@H](C[C@H](C4)C2)C3)c1-c1c(C(C)C)cc(C(C)C)cc1C(C)C.CN(C)C(=NC(C)(C)C)N(C)C.Cc1ccon1. No catalyst specified. The product is Cc1ccc(Nc2cccnc2)cc1. The yield is 0.907.